This data is from Forward reaction prediction with 1.9M reactions from USPTO patents (1976-2016). The task is: Predict the product of the given reaction. (1) The product is: [Cl:14][C:7]1[CH:8]=[C:3]([S:2]([F:10])([F:11])([F:12])([F:13])[F:1])[CH:4]=[CH:5][C:6]=1[OH:9]. Given the reactants [F:1][S:2]([F:13])([F:12])([F:11])([F:10])[C:3]1[CH:8]=[CH:7][C:6]([OH:9])=[CH:5][CH:4]=1.[Cl:14]Cl, predict the reaction product. (2) Given the reactants [CH2:1]([O:3][C:4](=[O:24])[C:5]([O:8][C:9]1[CH:14]=[CH:13][C:12]([O:15][CH2:16][C:17]2[CH:22]=[CH:21][CH:20]=[CH:19][CH:18]=2)=[CH:11][C:10]=1Br)([CH3:7])[CH3:6])[CH3:2].[C:25]1(B(O)O)[CH:30]=[CH:29][CH:28]=[CH:27][CH:26]=1.C([O-])([O-])=O.[Na+].[Na+], predict the reaction product. The product is: [CH2:1]([O:3][C:4](=[O:24])[C:5]([O:8][C:9]1[CH:14]=[CH:13][C:12]([O:15][CH2:16][C:17]2[CH:22]=[CH:21][CH:20]=[CH:19][CH:18]=2)=[CH:11][C:10]=1[C:25]1[CH:30]=[CH:29][CH:28]=[CH:27][CH:26]=1)([CH3:7])[CH3:6])[CH3:2]. (3) The product is: [CH3:16][O:17][C:2]1[CH:15]=[N:14][C:5]2[N:6]=[CH:7][C:8](=[O:13])[N:9]([CH2:10][CH:11]=[CH2:12])[C:4]=2[CH:3]=1. Given the reactants F[C:2]1[CH:15]=[N:14][C:5]2[N:6]=[CH:7][C:8](=[O:13])[N:9]([CH2:10][CH:11]=[CH2:12])[C:4]=2[CH:3]=1.[CH3:16][O-:17].[Na+].O, predict the reaction product. (4) Given the reactants CCO.[CH3:4][CH:5]([CH2:7][N:8]([S:32]([C:35]1[CH:36]=[CH:37][C:38]([NH2:41])=[CH:39][CH:40]=1)(=[O:34])=[O:33])[CH2:9][C@@H:10]([OH:31])[C@@H:11]([NH:19][C:20]([O:22][C@@H:23]1[C@@H:27]2[CH2:28][CH2:29][O:30][C@@H:26]2[O:25][CH2:24]1)=[O:21])[CH2:12][C:13]1[CH:14]=[CH:15][CH:16]=[CH:17][CH:18]=1)[CH3:6], predict the reaction product. The product is: [CH3:6][CH:5]([CH2:7][N:8]([S:32]([C:35]1[CH:40]=[CH:39][C:38]([NH2:41])=[CH:37][CH:36]=1)(=[O:34])=[O:33])[CH2:9][C@@H:10]([OH:31])[C@@H:11]([NH:19][C:20]([O:22][C@@H:23]1[C@@H:27]2[CH2:28][CH2:29][O:30][C@@H:26]2[O:25][CH2:24]1)=[O:21])[CH2:12][C:13]1[CH:18]=[CH:17][CH:16]=[CH:15][CH:14]=1)[CH3:4]. (5) The product is: [C:30]([OH:37])(=[O:36])/[CH:31]=[CH:32]/[C:33]([OH:35])=[O:34].[CH3:23][O:22][C:4]1[C:3]([CH2:1][NH:27][CH3:26])=[CH:21][CH:20]=[CH:19][C:5]=1[O:6][C:7]1[N:14]=[C:13]([C:15]([F:18])([F:17])[F:16])[CH:12]=[CH:11][C:8]=1[C:9]#[N:10]. Given the reactants [CH:1]([C:3]1[C:4]([O:22][CH3:23])=[C:5]([CH:19]=[CH:20][CH:21]=1)[O:6][C:7]1[N:14]=[C:13]([C:15]([F:18])([F:17])[F:16])[CH:12]=[CH:11][C:8]=1[C:9]#[N:10])=O.CN.[C:26]([BH3-])#[N:27].[Na+].[C:30]([OH:37])(=[O:36])/[CH:31]=[CH:32]/[C:33]([OH:35])=[O:34], predict the reaction product. (6) The product is: [Br:1][C:2]1[S:6][C:5]([CH:7]2[N:11]([C:12]3[CH:17]=[CH:16][C:15]([F:18])=[CH:14][C:13]=3[F:19])[N:10]=[C:9]([CH:20]([OH:21])[C:22]([F:25])([F:24])[F:23])[CH2:8]2)=[CH:4][CH:3]=1. Given the reactants [Br:1][C:2]1[S:6][C:5]([CH:7]2[N:11]([C:12]3[CH:17]=[CH:16][C:15]([F:18])=[CH:14][C:13]=3[F:19])[N:10]=[C:9]([CH:20]=[O:21])[CH2:8]2)=[CH:4][CH:3]=1.[C:22]([Si](C)(C)C)([F:25])([F:24])[F:23].Cl, predict the reaction product. (7) Given the reactants [NH2:1][C:2]1[C:3]([C:8]2[CH:17]=[CH:16][C:11]([C:12]([O:14][CH3:15])=[O:13])=[C:10]([F:18])[CH:9]=2)=[N:4][CH:5]=[CH:6][N:7]=1.C1C(=O)N([Br:26])C(=O)C1.C(=O)(O)[O-].[Na+], predict the reaction product. The product is: [NH2:1][C:2]1[C:3]([C:8]2[CH:17]=[CH:16][C:11]([C:12]([O:14][CH3:15])=[O:13])=[C:10]([F:18])[CH:9]=2)=[N:4][C:5]([Br:26])=[CH:6][N:7]=1.